This data is from Peptide-MHC class II binding affinity with 134,281 pairs from IEDB. The task is: Regression. Given a peptide amino acid sequence and an MHC pseudo amino acid sequence, predict their binding affinity value. This is MHC class II binding data. (1) The peptide sequence is PTKSSVLNDAKLIAD. The MHC is DRB1_0101 with pseudo-sequence DRB1_0101. The binding affinity (normalized) is 0.530. (2) The peptide sequence is TFHVEKGSNPNYLAL. The MHC is HLA-DQA10101-DQB10501 with pseudo-sequence HLA-DQA10101-DQB10501. The binding affinity (normalized) is 0. (3) The peptide sequence is GRHLIFCHSKRKCDELATKL. The MHC is DRB1_1302 with pseudo-sequence DRB1_1302. The binding affinity (normalized) is 0. (4) The peptide sequence is AFKVAATAANALPAN. The MHC is DRB1_0802 with pseudo-sequence DRB1_0802. The binding affinity (normalized) is 0.654. (5) The peptide sequence is FSGVAATESAYLAYR. The MHC is HLA-DQA10401-DQB10402 with pseudo-sequence HLA-DQA10401-DQB10402. The binding affinity (normalized) is 0.600. (6) The binding affinity (normalized) is 0.804. The MHC is HLA-DQA10102-DQB10602 with pseudo-sequence HLA-DQA10102-DQB10602. The peptide sequence is SRAEVSYVHVNGAKF.